From a dataset of Reaction yield outcomes from USPTO patents with 853,638 reactions. Predict the reaction yield, written as a fraction of the theoretical maximum amount of product (1.0 means a 100% yield; for example, 0.34 means a 34% yield). (1) The reactants are [Cl:1][C:2]1[CH:7]=[CH:6][C:5]([N+:8]([O-])=O)=[CH:4][C:3]=1[S:11][CH2:12][C:13](Cl)=C.[CH3:16]COC(C)=O.O. The catalyst is CC(O)=O.[Fe]. The product is [NH2:8][C:5]1[C:4]2[CH:16]=[C:12]([CH3:13])[S:11][C:3]=2[C:2]([Cl:1])=[CH:7][CH:6]=1. The yield is 0.350. (2) The product is [Cl:26][C:5]1[C:6]([C:8]2[C:16]3[C:11](=[CH:12][CH:13]=[CH:14][CH:15]=3)[N:10]([S:17]([C:20]3[CH:25]=[CH:24][CH:23]=[CH:22][CH:21]=3)(=[O:19])=[O:18])[CH:9]=2)=[N:7][C:2]([NH:27][CH:28]2[CH2:33][CH2:32][CH2:31][NH:30][CH2:29]2)=[N:3][CH:4]=1. The catalyst is C(Cl)(Cl)Cl.CC(O)C. The yield is 0.760. The reactants are Cl[C:2]1[N:7]=[C:6]([C:8]2[C:16]3[C:11](=[CH:12][CH:13]=[CH:14][CH:15]=3)[N:10]([S:17]([C:20]3[CH:25]=[CH:24][CH:23]=[CH:22][CH:21]=3)(=[O:19])=[O:18])[CH:9]=2)[C:5]([Cl:26])=[CH:4][N:3]=1.[NH2:27][CH:28]1[CH2:33][CH2:32][CH2:31][N:30](C(OC(C)(C)C)=O)[CH2:29]1.C(N(C(C)C)CC)(C)C. (3) The reactants are [CH3:1][C:2]1[CH:10]=[CH:9][C:5]([C:6]([OH:8])=O)=[CH:4][C:3]=1[NH:11][C:12]([C:14]1[CH:19]=[CH:18][C:17]([NH:20][C:21]2[N:30]=[C:29]([C:31]3[CH:36]=[CH:35][CH:34]=[CH:33][CH:32]=3)[C:28]3[C:23](=[CH:24][CH:25]=[CH:26][CH:27]=3)[N:22]=2)=[CH:16][CH:15]=1)=[O:13].Cl.[CH3:38][NH:39][O:40][CH3:41].CCN(C(C)C)C(C)C.CN(C(ON1N=NC2C=CC=NC1=2)=[N+](C)C)C.F[P-](F)(F)(F)(F)F. The catalyst is CN(C)C=O.ClCCl. The product is [CH3:38][N:39]([O:40][CH3:41])[C:6](=[O:8])[C:5]1[CH:9]=[CH:10][C:2]([CH3:1])=[C:3]([NH:11][C:12]([C:14]2[CH:15]=[CH:16][C:17]([NH:20][C:21]3[N:30]=[C:29]([C:28]4[CH:27]=[CH:26][CH:25]=[CH:24][CH:23]=4)[C:31]4[C:36](=[CH:35][CH:34]=[CH:33][CH:32]=4)[N:22]=3)=[CH:18][CH:19]=2)=[O:13])[CH:4]=1. The yield is 0.970.